Predict the reactants needed to synthesize the given product. From a dataset of Full USPTO retrosynthesis dataset with 1.9M reactions from patents (1976-2016). (1) The reactants are: [C:1]([C:3]1[C:4]([CH3:27])=[C:5]([C@@H:10]2[CH2:15][N:14]3[CH2:16][CH2:17][NH:18][CH2:19][C@H:13]3[CH2:12][N:11]2[C:20]([O:22][C:23]([CH3:26])([CH3:25])[CH3:24])=[O:21])[CH:6]=[CH:7][C:8]=1[F:9])#[N:2].FC1C(C#N)=C(C)C(C2CO2)=CC=1.OC[C@@H]1NCCN(C(OC(C)(C)C)=O)C1. Given the product [C:1]([C:3]1[C:4]([CH3:27])=[C:5]([C@H:10]2[CH2:15][N:14]3[CH2:16][CH2:17][NH:18][CH2:19][C@@H:13]3[CH2:12][N:11]2[C:20]([O:22][C:23]([CH3:25])([CH3:24])[CH3:26])=[O:21])[CH:6]=[CH:7][C:8]=1[F:9])#[N:2], predict the reactants needed to synthesize it. (2) Given the product [Br:22][C:11]1[N:12]([CH:15]2[CH2:20][CH2:19][CH2:18][CH2:17][O:16]2)[C:13]2[C:9]([N:10]=1)=[C:8]([NH2:21])[N:7]=[C:6]([NH:5][CH2:4][CH2:3][O:2][CH3:1])[N:14]=2, predict the reactants needed to synthesize it. The reactants are: [CH3:1][O:2][CH2:3][CH2:4][NH:5][C:6]1[N:14]=[C:13]2[C:9]([N:10]=[CH:11][N:12]2[CH:15]2[CH2:20][CH2:19][CH2:18][CH2:17][O:16]2)=[C:8]([NH2:21])[N:7]=1.[Br:22]Br.C(=O)([O-])O.[Na+].O. (3) Given the product [S:10]1[C:11]2[CH:16]=[CH:15][CH:14]=[CH:13][C:12]=2[CH2:17][O:7][CH:6]1[C:5]1[CH:8]=[CH:9][C:2]([OH:1])=[CH:3][CH:4]=1, predict the reactants needed to synthesize it. The reactants are: [OH:1][C:2]1[CH:9]=[CH:8][C:5]([CH:6]=[O:7])=[CH:4][CH:3]=1.[SH:10][C:11]1[CH:16]=[CH:15][CH:14]=[CH:13][C:12]=1[CH2:17]O.Cl. (4) The reactants are: [CH3:1][C:2]1[N:3]=[C:4]2[CH:9]=[C:8]([C:10]#[C:11][Si](C)(C)C)[CH:7]=[CH:6][N:5]2[C:16]=1[CH2:17][C:18]1[CH:37]=[CH:36][C:21]2/[C:22](=[C:32](/[CH3:35])\[C:33]#[N:34])/[C:23]3[CH:30]=[CH:29][C:28]([F:31])=[CH:27][C:24]=3[O:25][CH2:26][C:20]=2[CH:19]=1.O. Given the product [C:10]([C:8]1[CH:7]=[CH:6][N:5]2[C:16]([CH2:17][C:18]3[CH:37]=[CH:36][C:21]4/[C:22](=[C:32](/[CH3:35])\[C:33]#[N:34])/[C:23]5[CH:30]=[CH:29][C:28]([F:31])=[CH:27][C:24]=5[O:25][CH2:26][C:20]=4[CH:19]=3)=[C:2]([CH3:1])[N:3]=[C:4]2[CH:9]=1)#[CH:11], predict the reactants needed to synthesize it. (5) Given the product [CH:28]1([C:10]2[C:9]3[CH2:8][NH:7][CH2:6][CH2:5][C:4]=3[C:3]([C:1]#[N:2])=[C:12]([N:13]3[CH2:18][CH2:17][N:16]([C:19](=[O:24])[CH2:20][CH2:21][O:22][CH3:23])[C@H:15]([CH:25]4[CH2:26][CH2:27]4)[CH2:14]3)[N:11]=2)[CH2:29][CH2:30]1, predict the reactants needed to synthesize it. The reactants are: [C:1]([C:3]1[C:12]([N:13]2[CH2:18][CH2:17][N:16]([C:19](=[O:24])[CH2:20][CH2:21][O:22][CH3:23])[C@H:15]([CH:25]3[CH2:27][CH2:26]3)[CH2:14]2)=[N:11][C:10]([CH:28]2[CH2:30][CH2:29]2)=[C:9]2[C:4]=1[CH2:5][CH2:6][N:7](C(OC(C)(C)C)=O)[CH2:8]2)#[N:2].Cl.CO.